Dataset: Peptide-MHC class II binding affinity with 134,281 pairs from IEDB. Task: Regression. Given a peptide amino acid sequence and an MHC pseudo amino acid sequence, predict their binding affinity value. This is MHC class II binding data. (1) The peptide sequence is DVTITAPGDSPNTDG. The MHC is DRB1_1302 with pseudo-sequence DRB1_1302. The binding affinity (normalized) is 0.165. (2) The peptide sequence is DDCVAIGTGSSNIVI. The MHC is HLA-DPA10103-DPB10401 with pseudo-sequence HLA-DPA10103-DPB10401. The binding affinity (normalized) is 0.0710.